The task is: Predict the reactants needed to synthesize the given product.. This data is from Full USPTO retrosynthesis dataset with 1.9M reactions from patents (1976-2016). (1) Given the product [CH3:1][O:2][C:3]1[CH:8]=[CH:7][C:6]([O:9][CH3:10])=[CH:5][C:4]=1[CH:11]1[NH:12][CH2:13][CH2:14][N:15]([C:18]2[C:27]3[C:22](=[CH:23][C:24]([O:30][CH3:31])=[C:25]([O:28][CH3:29])[CH:26]=3)[N:21]=[CH:20][N:19]=2)[CH2:16]1, predict the reactants needed to synthesize it. The reactants are: [CH3:1][O:2][C:3]1[CH:8]=[CH:7][C:6]([O:9][CH3:10])=[CH:5][C:4]=1[CH:11]1[CH2:16][NH:15][CH2:14][CH2:13][NH:12]1.Cl[C:18]1[C:27]2[C:22](=[CH:23][C:24]([O:30][CH3:31])=[C:25]([O:28][CH3:29])[CH:26]=2)[N:21]=[CH:20][N:19]=1. (2) Given the product [CH3:1][S:2]([C:5]1[NH:6][C:7](=[O:31])[CH:8]=[C:9]([CH2:11][NH:12][C:13]([C:15]2[C:16]3[CH:23]=[N:22][N:21]([C:24]4[CH:29]=[CH:28][C:27]([F:30])=[CH:26][CH:25]=4)[C:17]=3[CH:18]=[N:19][CH:20]=2)=[O:14])[CH:10]=1)(=[O:4])=[O:3], predict the reactants needed to synthesize it. The reactants are: [CH3:1][S:2]([C:5]1[CH:10]=[C:9]([CH2:11][NH:12][C:13]([C:15]2[C:16]3[CH:23]=[N:22][N:21]([C:24]4[CH:29]=[CH:28][C:27]([F:30])=[CH:26][CH:25]=4)[C:17]=3[CH:18]=[N:19][CH:20]=2)=[O:14])[CH:8]=[C:7]([O:31]C)[N:6]=1)(=[O:4])=[O:3].Br. (3) Given the product [CH3:1][S:2]([C:5]1[CH:6]=[CH:7][C:8]([CH:11]2[CH2:13][CH:12]2[NH:19][C:22](=[O:31])[O:45][C:41]([CH3:44])([CH3:43])[CH3:42])=[CH:9][CH:10]=1)(=[O:3])=[O:4], predict the reactants needed to synthesize it. The reactants are: [CH3:1][S:2]([C:5]1[CH:10]=[CH:9][C:8]([CH:11]2[CH2:13][CH:12]2C(O)=O)=[CH:7][CH:6]=1)(=[O:4])=[O:3].C([N:19]([CH2:22]C)CC)C.C1(P(N=[N+]=[N-])(C2C=CC=CC=2)=[O:31])C=CC=CC=1.[C:41]([OH:45])([CH3:44])([CH3:43])[CH3:42]. (4) Given the product [O:1]1[CH:10]2[CH:5]([CH2:6][NH:7][CH2:8][CH2:9]2)[O:4][CH2:3][CH2:2]1, predict the reactants needed to synthesize it. The reactants are: [O:1]1[CH:10]2[CH:5]([CH2:6][N:7](C(OC(C)(C)C)=O)[CH2:8][CH2:9]2)[O:4][CH2:3][CH2:2]1.Cl. (5) Given the product [O:3]=[C:2]([C:4]1[CH:9]=[CH:8][CH:7]=[CH:6][CH:5]=1)[CH2:1][CH:11]1[C:20]2[C:15](=[CH:16][CH:17]=[CH:18][CH:19]=2)[CH2:14][CH2:13][C:12]1=[O:26], predict the reactants needed to synthesize it. The reactants are: [CH2:1](Br)[C:2]([C:4]1[CH:9]=[CH:8][CH:7]=[CH:6][CH:5]=1)=[O:3].[CH:11]1[C:20]2[C:15](=[CH:16][CH:17]=[CH:18][CH:19]=2)[CH2:14][CH2:13][C:12]=1N1CCCC1.[OH2:26].